Task: Predict the product of the given reaction.. Dataset: Forward reaction prediction with 1.9M reactions from USPTO patents (1976-2016) (1) Given the reactants F[C:2]1[CH:3]=[N:4][CH:5]=[CH:6][C:7]=1[C:8]1[O:9][C:10]2[CH:16]=[CH:15][C:14]([C:17]([F:20])([F:19])[F:18])=[CH:13][C:11]=2[N:12]=1.[NH:21]1[CH2:25][CH2:24][CH2:23][CH2:22]1.C(=O)([O-])[O-].[K+].[K+].CN(C=O)C, predict the reaction product. The product is: [N:21]1([C:2]2[CH:3]=[N:4][CH:5]=[CH:6][C:7]=2[C:8]2[O:9][C:10]3[CH:16]=[CH:15][C:14]([C:17]([F:20])([F:19])[F:18])=[CH:13][C:11]=3[N:12]=2)[CH2:25][CH2:24][CH2:23][CH2:22]1. (2) Given the reactants Br[C:2]1[CH:3]=[C:4]([CH:7]=[CH:8][C:9]=1[F:10])[CH:5]=[O:6].C([Sn](CCCC)(CCCC)[C:16]1[O:17][CH:18]=[CH:19][CH:20]=1)CCC.C(OC(OC(C)(C)C)=O)(OC(C)(C)C)=O, predict the reaction product. The product is: [F:10][C:9]1[CH:8]=[CH:7][C:4]([CH:5]=[O:6])=[CH:3][C:2]=1[C:16]1[O:17][CH:18]=[CH:19][CH:20]=1. (3) Given the reactants [Cl:1][C:2]1[CH:3]=[C:4]([NH:9][C:10]2[C:19]3[C:14](=[CH:15][C:16]([O:23][CH2:24][CH:25]4[CH2:27][CH2:26]4)=[C:17]([N+:20]([O-])=O)[CH:18]=3)[N:13]=[CH:12][N:11]=2)[CH:5]=[CH:6][C:7]=1[F:8].C(O)(=O)C.O, predict the reaction product. The product is: [NH2:20][C:17]1[CH:18]=[C:19]2[C:14](=[CH:15][C:16]=1[O:23][CH2:24][CH:25]1[CH2:27][CH2:26]1)[N:13]=[CH:12][N:11]=[C:10]2[NH:9][C:4]1[CH:5]=[CH:6][C:7]([F:8])=[C:2]([Cl:1])[CH:3]=1.